Dataset: Forward reaction prediction with 1.9M reactions from USPTO patents (1976-2016). Task: Predict the product of the given reaction. (1) The product is: [OH:26][CH:25]([C:23]1[N:22]=[CH:21][N:20]([C:1]([C:14]2[CH:15]=[CH:16][CH:17]=[CH:18][CH:19]=2)([C:8]2[CH:9]=[CH:10][CH:11]=[CH:12][CH:13]=2)[C:2]2[CH:7]=[CH:6][CH:5]=[CH:4][CH:3]=2)[CH:24]=1)[CH2:29][C:28]([O:31][CH2:32][CH3:33])=[O:30]. Given the reactants [C:1]([N:20]1[CH:24]=[C:23]([CH:25]=[O:26])[N:22]=[CH:21]1)([C:14]1[CH:19]=[CH:18][CH:17]=[CH:16][CH:15]=1)([C:8]1[CH:13]=[CH:12][CH:11]=[CH:10][CH:9]=1)[C:2]1[CH:7]=[CH:6][CH:5]=[CH:4][CH:3]=1.Cl.[C:28]([O:31][CH2:32][CH3:33])(=[O:30])[CH3:29], predict the reaction product. (2) The product is: [Br:33][C:34]1[CH:35]=[CH:36][C:37]([NH:40][C:17]([C:16]2[CH:15]=[CH:14][C:13]([O:12][C:11]3[CH:10]=[C:9]4[C:4]([CH:5]([C:22]([O:24][CH2:25][CH3:26])=[O:23])[CH2:6][CH2:7][O:8]4)=[CH:3][C:2]=3[Cl:1])=[CH:21][CH:20]=2)=[O:19])=[N:38][CH:39]=1. Given the reactants [Cl:1][C:2]1[CH:3]=[C:4]2[C:9](=[CH:10][C:11]=1[O:12][C:13]1[CH:21]=[CH:20][C:16]([C:17]([OH:19])=O)=[CH:15][CH:14]=1)[O:8][CH2:7][CH2:6][CH:5]2[C:22]([O:24][CH2:25][CH3:26])=[O:23].C(Cl)(=O)C(Cl)=O.[Br:33][C:34]1[CH:35]=[CH:36][C:37]([NH2:40])=[N:38][CH:39]=1.N1C=CC=CC=1, predict the reaction product. (3) Given the reactants [OH:1][C:2]1[CH:7]=[CH:6][C:5](/[CH:8]=[CH:9]/[C:10](=[O:18])[CH2:11][CH2:12][CH2:13][CH2:14][CH2:15][CH2:16][CH3:17])=[CH:4][C:3]=1[O:19][CH3:20].[H][H], predict the reaction product. The product is: [OH:1][C:2]1[CH:7]=[CH:6][C:5]([CH2:8][CH2:9][C:10](=[O:18])[CH2:11][CH2:12][CH2:13][CH2:14][CH2:15][CH2:16][CH3:17])=[CH:4][C:3]=1[O:19][CH3:20].